Dataset: Forward reaction prediction with 1.9M reactions from USPTO patents (1976-2016). Task: Predict the product of the given reaction. (1) Given the reactants [N+:1]([C:4]1[CH:5]=[C:6]([OH:10])[CH:7]=[CH:8][CH:9]=1)([O-:3])=[O:2].[F-].[Cs+].S(C1C=CC([N+]([O-])=O)=CC=1)(O[CH2:17][C@H:18]1[O:20][CH2:19]1)(=O)=O.O, predict the reaction product. The product is: [N+:1]([C:4]1[CH:5]=[C:6]([O:10][CH2:17][C@H:18]2[O:20][CH2:19]2)[CH:7]=[CH:8][CH:9]=1)([O-:3])=[O:2]. (2) Given the reactants C1C=CC(P(C2C=CC=CC=2)C2C=CC=CC=2)=CC=1.[O:20]1[C:24]2[CH:25]=[CH:26][C:27]([C:29]([OH:31])=O)=[CH:28][C:23]=2[O:22][CH2:21]1.C(Cl)(Cl)(Cl)Cl.[NH2:37][C:38]1[CH:43]=[CH:42][C:41]([C:44]2([C:49]#[N:50])[CH2:48][CH2:47][CH2:46][CH2:45]2)=[CH:40][CH:39]=1, predict the reaction product. The product is: [C:49]([C:44]1([C:41]2[CH:40]=[CH:39][C:38]([NH:37][C:29]([C:27]3[CH:26]=[CH:25][C:24]4[O:20][CH2:21][O:22][C:23]=4[CH:28]=3)=[O:31])=[CH:43][CH:42]=2)[CH2:48][CH2:47][CH2:46][CH2:45]1)#[N:50]. (3) Given the reactants [Cl:1][C:2]1[CH:3]=[C:4](I)[CH:5]=[C:6]([Cl:8])[CH:7]=1.C[O:11][C:12](=O)[C:13]([Cl:16])([F:15])[F:14], predict the reaction product. The product is: [Cl:16][C:13]([F:15])([F:14])[C:12]([C:4]1[CH:3]=[C:2]([Cl:1])[CH:7]=[C:6]([Cl:8])[CH:5]=1)=[O:11]. (4) Given the reactants [NH2:1][C:2]1[C:10]([Cl:11])=[CH:9][CH:8]=[CH:7][C:3]=1[C:4]([OH:6])=O.N1[CH:16]=[CH:15]N=C1.C(Cl)(=O)C.Cl.[NH2:22][CH:23]1[CH2:28][CH2:27][C:26](=[O:29])[NH:25][C:24]1=[O:30].P(OC1C=CC=CC=1)(OC1C=CC=CC=1)OC1C=CC=CC=1, predict the reaction product. The product is: [Cl:11][C:10]1[CH:9]=[CH:8][CH:7]=[C:3]2[C:2]=1[N:1]=[C:15]([CH3:16])[N:22]([CH:23]1[CH2:28][CH2:27][C:26](=[O:29])[NH:25][C:24]1=[O:30])[C:4]2=[O:6]. (5) Given the reactants [Cl:1][C:2]1[CH:11]=[CH:10][C:5]2[NH:6][C:7]([SH:9])=[N:8][C:4]=2[CH:3]=1.[OH-].[Na+].F[C:15]1[CH:16]=[CH:17][C:18]([N+:26]([O-:28])=[O:27])=[C:19]2[C:24]=1[NH:23][CH:22]=[CH:21][C:20]2=[O:25], predict the reaction product. The product is: [Cl:1][C:2]1[CH:11]=[CH:10][C:5]2[NH:6][C:7]([S:9][C:15]3[CH:16]=[CH:17][C:18]([N+:26]([O-:28])=[O:27])=[C:19]4[C:24]=3[NH:23][CH:22]=[CH:21][C:20]4=[O:25])=[N:8][C:4]=2[CH:3]=1. (6) Given the reactants [F:1][C:2]1[C:3]([F:23])=[CH:4][C:5]2[O:9][C:8](=[O:10])[N:7]([CH:11]([C:13]3[CH:18]=[CH:17][CH:16]=[C:15]([N+:19]([O-])=O)[CH:14]=3)[CH3:12])[C:6]=2[CH:22]=1, predict the reaction product. The product is: [NH2:19][C:15]1[CH:14]=[C:13]([CH:11]([N:7]2[C:6]3[CH:22]=[C:2]([F:1])[C:3]([F:23])=[CH:4][C:5]=3[O:9][C:8]2=[O:10])[CH3:12])[CH:18]=[CH:17][CH:16]=1. (7) Given the reactants [NH2:1][C:2]1[CH:3]=[C:4]([C:10]2[C:15]([CH3:16])=[CH:14][CH:13]=[C:12]([NH:17][C:18]([C:20]3([C:23]4[CH:33]=[CH:32][C:26]5[O:27][C:28]([F:31])([F:30])[O:29][C:25]=5[CH:24]=4)[CH2:22][CH2:21]3)=[O:19])[N:11]=2)[CH:5]=[N:6][C:7]=1[O:8]C.Cl, predict the reaction product. The product is: [NH2:1][C:2]1[C:7](=[O:8])[NH:6][CH:5]=[C:4]([C:10]2[N:11]=[C:12]([NH:17][C:18]([C:20]3([C:23]4[CH:33]=[CH:32][C:26]5[O:27][C:28]([F:30])([F:31])[O:29][C:25]=5[CH:24]=4)[CH2:21][CH2:22]3)=[O:19])[CH:13]=[CH:14][C:15]=2[CH3:16])[CH:3]=1.